This data is from Full USPTO retrosynthesis dataset with 1.9M reactions from patents (1976-2016). The task is: Predict the reactants needed to synthesize the given product. (1) Given the product [CH2:7]([N:14]1[C:22]2=[N:21][CH:20]=[CH:19][CH:18]=[C:17]2[CH:16]=[C:15]1[SiH:23]([CH2:26][CH3:27])[CH2:24][CH3:25])[C:8]1[CH:9]=[CH:10][CH:11]=[CH:12][CH:13]=1, predict the reactants needed to synthesize it. The reactants are: CC([O-])(C)C.[K+].[CH2:7]([N:14]1[C:22]2[C:17](=[CH:18][CH:19]=[CH:20][N:21]=2)[CH:16]=[CH:15]1)[C:8]1[CH:13]=[CH:12][CH:11]=[CH:10][CH:9]=1.[SiH2:23]([CH2:26][CH3:27])[CH2:24][CH3:25]. (2) Given the product [CH3:13][CH:14]([CH3:30])[C:15]([NH:17][C:18]1[CH:23]=[CH:22][CH:21]=[C:20]([CH:24]2[CH2:29][CH2:28][N:27]([CH2:11][C:3]3[N:2]([CH3:1])[C:10]4[C:5]([CH:4]=3)=[CH:6][CH:7]=[CH:8][CH:9]=4)[CH2:26][CH2:25]2)[CH:19]=1)=[O:16], predict the reactants needed to synthesize it. The reactants are: [CH3:1][N:2]1[C:10]2[C:5](=[CH:6][CH:7]=[CH:8][CH:9]=2)[CH:4]=[C:3]1[CH:11]=O.[CH3:13][CH:14]([CH3:30])[C:15]([NH:17][C:18]1[CH:23]=[CH:22][CH:21]=[C:20]([CH:24]2[CH2:29][CH2:28][NH:27][CH2:26][CH2:25]2)[CH:19]=1)=[O:16].